Dataset: Reaction yield outcomes from USPTO patents with 853,638 reactions. Task: Predict the reaction yield, written as a fraction of the theoretical maximum amount of product (1.0 means a 100% yield; for example, 0.34 means a 34% yield). The yield is 0.820. The reactants are Cl.[CH3:2][O:3][C:4]([C@@H:6]1[CH2:11][CH2:10][CH2:9][NH:8][NH:7]1)=[O:5].[C:12]1(=O)[O:17][C:15](=[O:16])[C:14]2=[CH:18][CH:19]=[CH:20][CH:21]=[C:13]12.C(N(C(C)C)CC)(C)C. The catalyst is C1(C)C=CC=CC=1. The product is [CH3:2][O:3][C:4]([C@H:6]1[N:7]2[C:12](=[O:17])[C:13]3[C:14]([C:15](=[O:16])[N:8]2[CH2:9][CH2:10][CH2:11]1)=[CH:18][CH:19]=[CH:20][CH:21]=3)=[O:5].